Dataset: Forward reaction prediction with 1.9M reactions from USPTO patents (1976-2016). Task: Predict the product of the given reaction. (1) Given the reactants [CH3:1][C@H:2]1[CH2:7][N:6]([CH:8]2[CH2:11][O:10][CH2:9]2)[CH2:5][CH2:4][N:3]1C(OC(C)(C)C)=O.FC(F)(F)C(O)=O, predict the reaction product. The product is: [CH3:1][C@@H:2]1[NH:3][CH2:4][CH2:5][N:6]([CH:8]2[CH2:9][O:10][CH2:11]2)[CH2:7]1. (2) Given the reactants [NH2:1][C@H:2]([C:4]1[N:9]=[C:8]2[CH:10]=[CH:11][N:12]([CH3:13])[C:7]2=[CH:6][C:5]=1[N:14]1[CH2:19][CH2:18][N:17]([C:20]([O:22][C:23]([CH3:26])([CH3:25])[CH3:24])=[O:21])[CH2:16][CH2:15]1)[CH3:3].[NH2:27][C:28]1[N:33]=[C:32]([NH2:34])[C:31]([C:35]#[N:36])=[C:30](Cl)[N:29]=1.C(N(CC)CC)C, predict the reaction product. The product is: [NH2:27][C:28]1[N:29]=[C:30]([NH:1][C@H:2]([C:4]2[N:9]=[C:8]3[CH:10]=[CH:11][N:12]([CH3:13])[C:7]3=[CH:6][C:5]=2[N:14]2[CH2:15][CH2:16][N:17]([C:20]([O:22][C:23]([CH3:25])([CH3:24])[CH3:26])=[O:21])[CH2:18][CH2:19]2)[CH3:3])[C:31]([C:35]#[N:36])=[C:32]([NH2:34])[N:33]=1. (3) Given the reactants [CH3:1][O:2][C:3]1[CH:4]=[C:5]2[C:9](=[CH:10][CH:11]=1)[NH:8][C:7](=[O:12])[C:6]2=O.O.NN.O, predict the reaction product. The product is: [CH3:1][O:2][C:3]1[CH:4]=[C:5]2[C:9](=[CH:10][CH:11]=1)[NH:8][C:7](=[O:12])[CH2:6]2.